This data is from Catalyst prediction with 721,799 reactions and 888 catalyst types from USPTO. The task is: Predict which catalyst facilitates the given reaction. (1) Reactant: Cl.[Cl:2][C:3]1[CH:4]=[C:5]2[C:9](=[CH:10][CH:11]=1)[NH:8][CH:7]=[C:6]2[CH2:12][CH2:13][NH2:14].[Cl:15][C:16]1[CH:21]=[CH:20][C:19]([N:22]2[CH2:26][CH2:25][CH:24]([C:27](O)=[O:28])[C:23]2=[O:30])=[CH:18][C:17]=1[F:31].CN(C(ON1N=NC2C=CC=NC1=2)=[N+](C)C)C.F[P-](F)(F)(F)(F)F.C(N(CC)C(C)C)(C)C. Product: [Cl:2][C:3]1[CH:4]=[C:5]2[C:9](=[CH:10][CH:11]=1)[NH:8][CH:7]=[C:6]2[CH2:12][CH2:13][NH:14][C:27]([CH:24]1[CH2:25][CH2:26][N:22]([C:19]2[CH:20]=[CH:21][C:16]([Cl:15])=[C:17]([F:31])[CH:18]=2)[C:23]1=[O:30])=[O:28]. The catalyst class is: 3. (2) Reactant: [O:1]1[CH2:6][CH2:5][CH:4]([CH:7]([NH2:9])[CH3:8])[CH2:3][CH2:2]1.[Br:10][C:11]1[CH:16]=[CH:15][CH:14]=[CH:13][C:12]=1[CH:17]([C:22](=O)[CH3:23])[C:18]([O:20][CH3:21])=[O:19].C(O)(=O)C. Product: [Br:10][C:11]1[CH:16]=[CH:15][CH:14]=[CH:13][C:12]=1/[C:17](=[C:22](/[NH:9][CH:7]([CH:4]1[CH2:5][CH2:6][O:1][CH2:2][CH2:3]1)[CH3:8])\[CH3:23])/[C:18]([O:20][CH3:21])=[O:19]. The catalyst class is: 8. (3) The catalyst class is: 30. Product: [CH2:23]([N:15]([CH2:16][C:17]1[CH:22]=[CH:21][CH:20]=[CH:19][CH:18]=1)[CH:5]([CH:6]([OH:14])[CH2:7][C:8]1[CH:9]=[CH:10][CH:11]=[CH:12][CH:13]=1)[C:4]([OH:30])=[O:3])[C:24]1[CH:25]=[CH:26][CH:27]=[CH:28][CH:29]=1. Reactant: C([O:3][C:4](=[O:30])[CH:5]([N:15]([CH2:23][C:24]1[CH:29]=[CH:28][CH:27]=[CH:26][CH:25]=1)[CH2:16][C:17]1[CH:22]=[CH:21][CH:20]=[CH:19][CH:18]=1)[CH:6]([OH:14])[CH2:7][C:8]1[CH:13]=[CH:12][CH:11]=[CH:10][CH:9]=1)C.O.[OH-].[Li+]. (4) Reactant: [CH3:1][C:2]1[N:7]=[CH:6][C:5]([C:8]([OH:10])=O)=[C:4]([C:11]([OH:13])=O)[CH:3]=1.[C:14]([O:20][CH2:21][CH3:22])(=[O:19])[CH2:15]C(C)=O.C(N(CC)CC)C. Product: [CH2:21]([O:20][C:14]([CH:15]1[C:8](=[O:10])[C:5]2[CH:6]=[N:7][C:2]([CH3:1])=[CH:3][C:4]=2[C:11]1=[O:13])=[O:19])[CH3:22]. The catalyst class is: 152.